Task: Predict the reaction yield, written as a fraction of the theoretical maximum amount of product (1.0 means a 100% yield; for example, 0.34 means a 34% yield).. Dataset: Reaction yield outcomes from USPTO patents with 853,638 reactions (1) The reactants are N#N.[CH3:3][O:4][C:5]1[CH:14]=[CH:13][C:12]2[C:7](=[CH:8][CH:9]=[C:10]([O:15][CH3:16])[CH:11]=2)[CH:6]=1.[N:17]1([CH2:23][CH2:24][O:25][C:26]2[CH:34]=[CH:33][C:29]([C:30](Cl)=[O:31])=[CH:28][CH:27]=2)[CH2:22][CH2:21][CH2:20][CH2:19][CH2:18]1.[Cl-].[Al+3].[Cl-].[Cl-]. The catalyst is C(Cl)Cl.O. The product is [CH3:16][O:15][C:10]1[CH:9]=[CH:8][C:7]2[C:12](=[CH:13][CH:14]=[C:5]([O:4][CH3:3])[CH:6]=2)[C:11]=1[C:30]([C:29]1[CH:28]=[CH:27][C:26]([O:25][CH2:24][CH2:23][N:17]2[CH2:22][CH2:21][CH2:20][CH2:19][CH2:18]2)=[CH:34][CH:33]=1)=[O:31]. The yield is 0.680. (2) The catalyst is C(Cl)Cl. The yield is 0.560. The reactants are [C:1]1([CH3:26])[CH:6]=[CH:5][CH:4]=[C:3]([N:7]2[CH:12]=[CH:11][C:10]([CH2:13][CH2:14][CH2:15][CH2:16][CH2:17][C:18]3[N:19]=[N:20][NH:21][CH:22]=3)=[C:9]([O:23]C)[C:8]2=[S:25])[CH:2]=1.B(Br)(Br)Br. The product is [C:1]1([CH3:26])[CH:6]=[CH:5][CH:4]=[C:3]([N:7]2[CH:12]=[CH:11][C:10]([CH2:13][CH2:14][CH2:15][CH2:16][CH2:17][C:18]3[N:19]=[N:20][NH:21][CH:22]=3)=[C:9]([OH:23])[C:8]2=[S:25])[CH:2]=1.